From a dataset of Forward reaction prediction with 1.9M reactions from USPTO patents (1976-2016). Predict the product of the given reaction. (1) Given the reactants [C:1]([C:5]1[CH:6]=[C:7]([CH:9]=[C:10]([I:14])[C:11]=1[O:12][CH3:13])[NH2:8])([CH3:4])([CH3:3])[CH3:2].[N:15]([CH2:18][CH2:19][C:20]([O:22][CH2:23][CH3:24])=[O:21])=[C:16]=[O:17], predict the reaction product. The product is: [C:1]([C:5]1[CH:6]=[C:7]([NH:8][C:16](=[O:17])[NH:15][CH2:18][CH2:19][C:20]([O:22][CH2:23][CH3:24])=[O:21])[CH:9]=[C:10]([I:14])[C:11]=1[O:12][CH3:13])([CH3:4])([CH3:2])[CH3:3]. (2) Given the reactants [C:1]([N:8]1[CH2:13][CH2:12][NH:11][CH2:10][CH2:9]1)([O:3][C:4]([CH3:7])([CH3:6])[CH3:5])=[O:2].C(N(CC)CC)C.[C:21](Cl)([C:34]1[CH:39]=[CH:38][CH:37]=[CH:36][CH:35]=1)([C:28]1[CH:33]=[CH:32][CH:31]=[CH:30][CH:29]=1)[C:22]1[CH:27]=[CH:26][CH:25]=[CH:24][CH:23]=1, predict the reaction product. The product is: [C:21]([N:11]1[CH2:10][CH2:9][N:8]([C:1]([O:3][C:4]([CH3:7])([CH3:6])[CH3:5])=[O:2])[CH2:13][CH2:12]1)([C:22]1[CH:27]=[CH:26][CH:25]=[CH:24][CH:23]=1)([C:34]1[CH:35]=[CH:36][CH:37]=[CH:38][CH:39]=1)[C:28]1[CH:29]=[CH:30][CH:31]=[CH:32][CH:33]=1. (3) Given the reactants [Cl:1][C@H:2]1[C@H:6]([CH2:7][CH2:8][CH2:9][C:10]2[S:14][C:13]([C:15]([O:17]C)=[O:16])=[CH:12][CH:11]=2)[C@@H:5](/[CH:19]=[CH:20]/[C@@H:21]([OH:28])[CH2:22][CH2:23][CH2:24][CH2:25][CH2:26][OH:27])[C@H:4]([OH:29])[CH2:3]1.Cl[C@H]1[C@H](CCCC2SC(C(O)=O)=CC=2)[C@@H](/C=C/[C@@H](O)CC(O)CCC)[C@H](O)C1, predict the reaction product. The product is: [Cl:1][C@H:2]1[C@H:6]([CH2:7][CH2:8][CH2:9][C:10]2[S:14][C:13]([C:15]([OH:17])=[O:16])=[CH:12][CH:11]=2)[C@@H:5](/[CH:19]=[CH:20]/[C@@H:21]([OH:28])[CH2:22][CH2:23][CH2:24][CH2:25][CH2:26][OH:27])[C@H:4]([OH:29])[CH2:3]1. (4) The product is: [Cl:8][C:6]1[N:7]=[C:2]([NH:31][C:30]2[CH:32]=[C:33]([CH3:35])[CH:34]=[C:28]([CH3:27])[CH:29]=2)[N:3]=[C:4]([NH:9][C:10]2[CH:15]=[CH:14][C:13]([P:16]([CH3:19])([CH3:18])=[O:17])=[CH:12][CH:11]=2)[N:5]=1. Given the reactants Cl[C:2]1[N:7]=[C:6]([Cl:8])[N:5]=[C:4]([NH:9][C:10]2[CH:15]=[CH:14][C:13]([P:16]([CH3:19])([CH3:18])=[O:17])=[CH:12][CH:11]=2)[N:3]=1.C(N(CC)CC)C.[CH3:27][C:28]1[CH:29]=[C:30]([CH:32]=[C:33]([CH3:35])[CH:34]=1)[NH2:31], predict the reaction product. (5) Given the reactants [CH3:1][O:2][C:3](=[O:13])[C:4]1[CH:9]=[CH:8][C:7]([Br:10])=[C:6]([OH:11])[C:5]=1[NH2:12].[CH2:14](N(CC)CC)[CH3:15].C1(C)C=CC(S([O-])(=O)=O)=CC=1.[NH+]1C=CC=CC=1.C(Cl)(=O)C, predict the reaction product. The product is: [CH3:1][O:2][C:3]([C:4]1[CH:9]=[CH:8][C:7]([Br:10])=[C:6]2[O:11][C:14]([CH3:15])=[N:12][C:5]=12)=[O:13]. (6) Given the reactants [F:1][C:2]1[CH:11]=[C:10]2[C:5]([CH:6]=[CH:7][C:8](=[O:12])[O:9]2)=[CH:4][CH:3]=1.[Br:13]Br.C(N(CC)CC)C, predict the reaction product. The product is: [Br:13][C:7]1[C:8](=[O:12])[O:9][C:10]2[C:5]([CH:6]=1)=[CH:4][CH:3]=[C:2]([F:1])[CH:11]=2. (7) Given the reactants I[Si](C)(C)C.COC([N:10]1[CH2:19][C:18]([CH3:21])([CH3:20])[C:17]2[C:12](=[CH:13][CH:14]=[CH:15][CH:16]=2)[CH:11]1[C:22]([OH:24])=[O:23])=O, predict the reaction product. The product is: [CH3:20][C:18]1([CH3:21])[C:17]2[C:12](=[CH:13][CH:14]=[CH:15][CH:16]=2)[CH:11]([C:22]([OH:24])=[O:23])[NH:10][CH2:19]1. (8) Given the reactants [N+:1]([C:4]1[C:5]([NH2:16])=[N:6][CH:7]=[CH:8][C:9]=1[C:10]1[CH:15]=[CH:14][CH:13]=[CH:12][N:11]=1)([O-])=O, predict the reaction product. The product is: [N:11]1[CH:12]=[CH:13][CH:14]=[CH:15][C:10]=1[C:9]1[CH:8]=[CH:7][N:6]=[C:5]([NH2:16])[C:4]=1[NH2:1]. (9) The product is: [Cl:18][C:2]1[CH:3]=[C:4]2[C:8](=[CH:9][CH:10]=1)[NH:7][CH:6]=[C:5]2[CH:11]1[CH2:15][C:14](=[O:16])[NH:13][C:12]1=[O:17]. Given the reactants F[C:2]1[CH:3]=[C:4]2[C:8](=[CH:9][CH:10]=1)[NH:7][CH:6]=[C:5]2[CH:11]1[CH2:15][C:14](=[O:16])[NH:13][C:12]1=[O:17].[Cl:18]C1C=C2C(=CC=1)NC=C2.C1(=O)NC(=O)C=C1, predict the reaction product. (10) Given the reactants [CH:1]([N:4]1[CH2:9][CH2:8][N:7]([C:10]([C:12]2[CH:13]=[C:14]3[C:18](=[CH:19][CH:20]=2)[NH:17][C:16]([C:21]([N:23]2[CH2:28][CH2:27][N:26]([S:29]([CH3:32])(=[O:31])=[O:30])[CH2:25][CH2:24]2)=[O:22])=[CH:15]3)=[O:11])[CH2:6][CH2:5]1)([CH3:3])[CH3:2].[Cl:33][C:34]1[CH:39]=[C:38](B(O)O)[CH:37]=[CH:36][N:35]=1, predict the reaction product. The product is: [Cl:33][C:34]1[CH:39]=[C:38]([N:17]2[C:18]3[C:14](=[CH:13][C:12]([C:10]([N:7]4[CH2:8][CH2:9][N:4]([CH:1]([CH3:3])[CH3:2])[CH2:5][CH2:6]4)=[O:11])=[CH:20][CH:19]=3)[CH:15]=[C:16]2[C:21]([N:23]2[CH2:24][CH2:25][N:26]([S:29]([CH3:32])(=[O:30])=[O:31])[CH2:27][CH2:28]2)=[O:22])[CH:37]=[CH:36][N:35]=1.